From a dataset of Catalyst prediction with 721,799 reactions and 888 catalyst types from USPTO. Predict which catalyst facilitates the given reaction. Reactant: [CH2:1]([C:3]1[C:4](=[O:11])[CH:5]=[CH:6][C:7](=[N:9]O)[CH:8]=1)[CH3:2]. The catalyst class is: 94. Product: [NH2:9][C:7]1[CH:6]=[CH:5][C:4]([OH:11])=[C:3]([CH2:1][CH3:2])[CH:8]=1.